Dataset: Forward reaction prediction with 1.9M reactions from USPTO patents (1976-2016). Task: Predict the product of the given reaction. (1) The product is: [CH3:1][O:2][C:3](=[O:4])[C:5]1[CH:6]=[CH:7][C:8]([CH:11]([C:12]([O:14][C@@H:58]2[CH:59]3[CH2:62][CH2:63][N:56]([CH2:61][CH2:60]3)[CH2:57]2)=[O:13])[NH:15][C:16]2[CH:21]=[CH:20][CH:19]=[CH:18][CH:17]=2)=[CH:9][CH:10]=1. Given the reactants [CH3:1][O:2][C:3]([C:5]1[CH:10]=[CH:9][C:8]([CH:11]([NH:15][C:16]2[CH:21]=[CH:20][CH:19]=[CH:18][CH:17]=2)[C:12]([OH:14])=[O:13])=[CH:7][CH:6]=1)=[O:4].C(N(C(C)C)C(C)C)C.C1CCC(N=C=NC2CCCCC2)CC1.C1C=CC2N(O)N=NC=2C=1.[N:56]12[CH2:63][CH2:62][CH:59]([CH2:60][CH2:61]1)[C@@H:58](O)[CH2:57]2, predict the reaction product. (2) The product is: [NH:21]1[CH2:20][CH2:19][CH:18]([N:31]2[C@H:32]([C:35]3[CH:36]=[C:37]([CH3:41])[CH:38]=[CH:39][CH:40]=3)[CH2:33][N:34]([CH:63]3[CH2:64][CH2:65][O:60][CH2:61][CH2:62]3)[C:30]2=[O:42])[CH2:23][CH2:22]1. Given the reactants C1(N2C[C@@H](C3C=CC=CC=3)N([CH:18]3[CH2:23][CH2:22][NH:21][CH2:20][CH2:19]3)C2=O)CCCCC1.C(O[C:30](=[O:42])[NH:31][C@H:32]([C:35]1[CH:36]=[C:37]([CH3:41])[CH:38]=[CH:39][CH:40]=1)[CH2:33][NH2:34])(C)(C)C.C(OC(=O)N[C@H](C1C=CC=CC=1)CN)(C)(C)C.[O:60]1[CH2:65][CH2:64][CH2:63][CH2:62][C:61]1=O.C1(=O)CCCCC1, predict the reaction product. (3) Given the reactants [CH2:1]([N:8]1[CH2:18][CH2:17][C:11]2[N:12]=[CH:13][N:14]=[C:15](Cl)[C:10]=2[CH2:9]1)[C:2]1[CH:7]=[CH:6][CH:5]=[CH:4][CH:3]=1.[F:19][C:20]([F:32])([F:31])[S:21]([C:24]1[CH:30]=[CH:29][C:27]([NH2:28])=[CH:26][CH:25]=1)(=[O:23])=[O:22], predict the reaction product. The product is: [CH2:1]([N:8]1[CH2:18][CH2:17][C:11]2[N:12]=[CH:13][N:14]=[C:15]([NH:28][C:27]3[CH:29]=[CH:30][C:24]([S:21]([C:20]([F:32])([F:19])[F:31])(=[O:23])=[O:22])=[CH:25][CH:26]=3)[C:10]=2[CH2:9]1)[C:2]1[CH:7]=[CH:6][CH:5]=[CH:4][CH:3]=1. (4) The product is: [C:1]([O:5][C:6](=[O:21])[NH:7][CH2:8][C:9]1[C:18]2[C:13](=[CH:14][CH:15]=[CH:16][CH:17]=2)[C:12](=[O:19])[N:11]([NH:20][C:31](=[O:32])[CH2:30][C@@H:27]2[CH2:26][CH2:25][C@H:24]3[CH2:29][C@@H:28]2[C:23]3([CH3:22])[CH3:34])[N:10]=1)([CH3:4])([CH3:2])[CH3:3]. Given the reactants [C:1]([O:5][C:6](=[O:21])[NH:7][CH2:8][C:9]1[C:18]2[C:13](=[CH:14][CH:15]=[CH:16][CH:17]=2)[C:12](=[O:19])[N:11]([NH2:20])[N:10]=1)([CH3:4])([CH3:3])[CH3:2].[CH3:22][C:23]1([CH3:34])[C@H:28]2[CH2:29][C@@H:24]1[CH2:25][CH2:26][C@H:27]2[CH2:30][C:31](O)=[O:32], predict the reaction product. (5) Given the reactants [F:1][C:2]([F:34])([F:33])[C:3]1[CH:32]=[CH:31][C:6]([O:7][C:8]2[NH:12][N:11]=[C:10]([C:13]3[CH:14]=[C:15]([C:19]4([NH:23][C:24](=[O:30])[O:25][C:26]([CH3:29])([CH3:28])[CH3:27])[CH2:22][O:21][CH2:20]4)[CH:16]=[CH:17][CH:18]=3)[CH:9]=2)=[CH:5][CH:4]=1.Br[CH2:36][C:37]([O:39][CH2:40][CH3:41])=[O:38].C(=O)([O-])[O-].[K+].[K+], predict the reaction product. The product is: [F:34][C:2]([F:1])([F:33])[C:3]1[CH:32]=[CH:31][C:6]([O:7][C:8]2[CH:9]=[C:10]([C:13]3[CH:18]=[CH:17][CH:16]=[C:15]([C:19]4([NH:23][C:24]([O:25][C:26]([CH3:28])([CH3:29])[CH3:27])=[O:30])[CH2:22][O:21][CH2:20]4)[CH:14]=3)[N:11]([CH2:36][C:37]([O:39][CH2:40][CH3:41])=[O:38])[N:12]=2)=[CH:5][CH:4]=1. (6) Given the reactants [NH2:1][C:2]1[CH:3]=[C:4]2[C:9](=[CH:10][CH:11]=1)[N:8]=[CH:7][C:6]([C:12]#[N:13])=[C:5]2[NH:14][C:15]1[CH:20]=[CH:19][C:18]([F:21])=[C:17]([Cl:22])[CH:16]=1.[OH:23][C:24]1[CH:25]=[C:26]([CH:29]=[CH:30][CH:31]=1)[CH:27]=O.[BH3-]C#N.[Na+], predict the reaction product. The product is: [Cl:22][C:17]1[CH:16]=[C:15]([NH:14][C:5]2[C:4]3[C:9](=[CH:10][CH:11]=[C:2]([NH:1][CH2:27][C:26]4[CH:29]=[CH:30][CH:31]=[C:24]([OH:23])[CH:25]=4)[CH:3]=3)[N:8]=[CH:7][C:6]=2[C:12]#[N:13])[CH:20]=[CH:19][C:18]=1[F:21]. (7) Given the reactants CO[C:3](=[O:22])[CH:4]([NH:8][S:9]([C:12]1[CH:21]=[CH:20][C:15]([C:16]([O:18]C)=O)=[CH:14][CH:13]=1)(=[O:11])=[O:10])[CH2:5][CH:6]=[CH2:7].[CH:36]1[CH:41]=[CH:40][C:39](P([C:36]2[CH:41]=[CH:40][CH:39]=[CH:38][CH:37]=2)[C:36]2[CH:41]=[CH:40][CH:39]=[CH:38][CH:37]=2)=[CH:38][CH:37]=1.C[CH:43]([OH:45])[CH3:44].C[CH:57]([O:56][C:54](/[N:53]=[N:53]/[C:54]([O:56][CH:57](C)C)=[O:55])=[O:55])C, predict the reaction product. The product is: [OH:22][CH2:3][C@@H:4]([N:8]([S:9]([C:12]1[CH:13]=[CH:14][C:15]([CH2:16][OH:18])=[CH:20][CH:21]=1)(=[O:10])=[O:11])[CH:6]([CH3:7])[CH3:5])[CH2:5][CH2:6][CH2:7][C@@H:4]([NH:8][C:43](=[O:45])[C@H:44]([CH:16]([C:36]1[CH:37]=[CH:38][CH:39]=[CH:40][CH:41]=1)[C:15]1[CH:20]=[CH:21][CH:12]=[CH:13][CH:14]=1)[NH:53][C:54]([O:56][CH3:57])=[O:55])[CH3:3]. (8) The product is: [CH3:14][C:12]([CH:9]1[CH2:10][CH2:11][CH:6]([CH:5]=[O:4])[CH2:7][CH2:8]1)=[CH2:13]. Given the reactants C([Si](CC)(CC)[O:4][CH:5]=[C:6]1[CH2:11][CH2:10][CH:9]([C:12]([CH3:14])=[CH2:13])[CH2:8][CH2:7]1)C.[F-].C([N+](CCCC)(CCCC)CCCC)CCC, predict the reaction product. (9) Given the reactants Br[C:2]1[CH:7]=[CH:6][C:5]([O:8][CH3:9])=[CH:4][C:3]=1[N+:10]([O-:12])=[O:11].[CH3:13][O:14][C:15]1[CH:22]=[CH:21][C:18]([CH:19]=[CH2:20])=[CH:17][CH:16]=1.C(N(CC)C(C)C)(C)C, predict the reaction product. The product is: [CH3:9][O:8][C:5]1[CH:6]=[CH:7][C:2]([CH:20]=[CH:19][C:18]2[CH:21]=[CH:22][C:15]([O:14][CH3:13])=[CH:16][CH:17]=2)=[C:3]([N+:10]([O-:12])=[O:11])[CH:4]=1. (10) Given the reactants [CH:1](=O)[CH3:2].[CH3:4][N:5]1[CH2:10][CH2:9][CH:8]([NH:11][C:12]2[CH:17]=[CH:16][CH:15]=[C:14]([Cl:18])[C:13]=2F)[CH2:7][CH2:6]1.C([BH3-])#N.[Na+].[F:24]C(F)(F)C(O)=O, predict the reaction product. The product is: [CH3:4][N:5]1[CH2:6][CH2:7][CH:8]([NH:11][CH2:12][CH2:17][C:16]2[CH:2]=[CH:1][CH:13]=[C:14]([Cl:18])[C:15]=2[F:24])[CH2:9][CH2:10]1.